This data is from Catalyst prediction with 721,799 reactions and 888 catalyst types from USPTO. The task is: Predict which catalyst facilitates the given reaction. Reactant: [F:1][C:2]([F:27])([F:26])[C:3]1[CH:25]=[CH:24][CH:23]=[CH:22][C:4]=1[C:5]([NH:7][C:8]1[C:17]2[C:12](=[CH:13][CH:14]=[CH:15][CH:16]=2)[C:11]([S:18](Cl)(=[O:20])=[O:19])=[CH:10][CH:9]=1)=[O:6].[N:28]([CH:31]([CH3:33])C)=[C:29]=[O:30]. Product: [C:29]([N:28]1[CH2:31][CH2:33][CH:5]([NH:7][S:18]([C:11]2[C:12]3[C:17](=[CH:16][CH:15]=[CH:14][CH:13]=3)[C:8]([NH:7][C:5](=[O:6])[C:4]3[CH:22]=[CH:23][CH:24]=[CH:25][C:3]=3[C:2]([F:27])([F:26])[F:1])=[CH:9][CH:10]=2)(=[O:20])=[O:19])[CH2:4][CH2:3]1)(=[O:30])[CH2:9][CH2:8][CH3:17]. The catalyst class is: 66.